This data is from Peptide-MHC class I binding affinity with 185,985 pairs from IEDB/IMGT. The task is: Regression. Given a peptide amino acid sequence and an MHC pseudo amino acid sequence, predict their binding affinity value. This is MHC class I binding data. (1) The peptide sequence is PHAATIRVL. The MHC is HLA-B40:01 with pseudo-sequence HLA-B40:01. The binding affinity (normalized) is 0.0847. (2) The peptide sequence is ILFLWSFL. The MHC is H-2-Db with pseudo-sequence H-2-Db. The binding affinity (normalized) is 0. (3) The peptide sequence is IGKLFTQTM. The binding affinity (normalized) is 0.0641. The MHC is BoLA-AW10 with pseudo-sequence BoLA-AW10.